Dataset: Reaction yield outcomes from USPTO patents with 853,638 reactions. Task: Predict the reaction yield, written as a fraction of the theoretical maximum amount of product (1.0 means a 100% yield; for example, 0.34 means a 34% yield). (1) The catalyst is CCO. The yield is 0.450. The reactants are [C:1]([O:7][CH3:8])(=[O:6])[CH2:2][C:3]([CH3:5])=O.[Cl:9][C:10]1[CH:17]=[CH:16][CH:15]=[CH:14][C:11]=1[CH:12]=O.[NH4+:18].[OH-:19]. The product is [Cl:9][C:10]1[CH:17]=[CH:16][CH:15]=[CH:14][C:11]=1[CH:12]1[C:2]([C:1]([O:7][CH3:8])=[O:6])=[C:3]([CH3:5])[NH:18][C:3]([CH3:5])=[C:2]1[C:1]([O:7][CH3:8])=[O:19]. (2) The reactants are Br[C:2]1[CH:3]=[C:4]([N:12]2[CH:16]=[CH:15][CH:14]=[N:13]2)[C:5]([N+:9]([O-:11])=[O:10])=[C:6]([NH2:8])[CH:7]=1.[N:17]1[CH:22]=[CH:21][CH:20]=[C:19](B(CC)CC)[CH:18]=1.C(=O)([O-])[O-].[Na+].[Na+]. The catalyst is C1COCC1.C(OCC)(=O)C. The product is [N+:9]([C:5]1[C:4]([N:12]2[CH:16]=[CH:15][CH:14]=[N:13]2)=[CH:3][C:2]([C:19]2[CH:18]=[N:17][CH:22]=[CH:21][CH:20]=2)=[CH:7][C:6]=1[NH2:8])([O-:11])=[O:10]. The yield is 0.600. (3) The reactants are [Cl:1][C:2]1[C:11]2[C:6](=[CH:7][CH:8]=[C:9]([F:12])[CH:10]=2)[N:5]=[C:4]([C:13]2[CH:18]=[CH:17][CH:16]=[CH:15][C:14]=2[O:19]C)[N:3]=1.B(Br)(Br)Br. The catalyst is C(Cl)Cl. The product is [Cl:1][C:2]1[C:11]2[C:6](=[CH:7][CH:8]=[C:9]([F:12])[CH:10]=2)[N:5]=[C:4]([C:13]2[CH:18]=[CH:17][CH:16]=[CH:15][C:14]=2[OH:19])[N:3]=1. The yield is 0.570. (4) The reactants are [Br:1][C:2]1[C:10]([OH:11])=[CH:9][C:5]([C:6]([OH:8])=[O:7])=[C:4]([F:12])[CH:3]=1.S(Cl)(Cl)=O.[CH2:17](O)[CH3:18]. No catalyst specified. The product is [Br:1][C:2]1[C:10]([OH:11])=[CH:9][C:5]([C:6]([O:8][CH2:17][CH3:18])=[O:7])=[C:4]([F:12])[CH:3]=1. The yield is 0.390. (5) The reactants are C1(C[O:8][C:9]2[CH:10]=[C:11]3[C:15](=[CH:16][CH:17]=2)[N:14]([CH2:18][C:19]2[CH:20]=[C:21]([CH:26]=[CH:27][CH:28]=2)[C:22]([O:24][CH3:25])=[O:23])[CH:13]=[CH:12]3)C=CC=CC=1. The catalyst is [Pd].C(O)C.C(OCC)(=O)C. The product is [OH:8][C:9]1[CH:10]=[C:11]2[C:15](=[CH:16][CH:17]=1)[N:14]([CH2:18][C:19]1[CH:20]=[C:21]([CH:26]=[CH:27][CH:28]=1)[C:22]([O:24][CH3:25])=[O:23])[CH:13]=[CH:12]2. The yield is 0.660. (6) The reactants are [O:1]=[C:2]1[N:7]=[CH:6][C:5]([CH2:8][C:9]([NH:11][NH2:12])=[O:10])=[CH:4][NH:3]1.[Cl:13][C:14]1[CH:22]=[CH:21][C:20]([Cl:23])=[C:19]2[C:15]=1[C:16](=O)[C:17](=[O:24])[NH:18]2. The catalyst is CC(O)=O. The product is [Cl:13][C:14]1[CH:22]=[CH:21][C:20]([Cl:23])=[C:19]2[C:15]=1/[C:16](=[N:12]/[NH:11][C:9](=[O:10])[CH2:8][C:5]1[CH:6]=[N:7][C:2](=[O:1])[NH:3][CH:4]=1)/[C:17](=[O:24])[NH:18]2. The yield is 0.310.